Regression. Given a target protein amino acid sequence and a drug SMILES string, predict the binding affinity score between them. We predict pIC50 (pIC50 = -log10(IC50 in M); higher means more potent). Dataset: bindingdb_ic50. From a dataset of Drug-target binding data from BindingDB using IC50 measurements. (1) The pIC50 is 6.3. The target protein sequence is APDQDEIQRLPGLAKQPSFRQYSGYLKGSGSKHLHYWFVESQKDPENSPVVLWLNGGPGCSSLDGLLTEHGPFLVQPDGVTLEYNPYSWNLIANVLYLESPAGVGFSYSDDKFYATNDTEVAQSNFEALQDFFRLFPEYKNNKLFLTGESYAGIYIPTLAVLVMQDPSMNLQGLAVGNGLSSYEQNDNSLVYFAYYHGLLGNRLWSSLQTHCCSQNKCNFYDNKDLECVTNLQEVARIVGNSGLNIYNLYAPCAGGVPSHFRYEKDTVVVQDLGNIFTRLPLKRMWHQALLRSGDKVRMDPPCTNTTAASTYLNNPYVRKALNIPEQLPQWDMCNFLVNLQYRRLYRSMNSQYLKLLSSQKYQILLYNGDVDMACNFMGDEWFVDSLNQKMEVQRRPWLVKYGDSGEQIAGFVKEFSHIAFLTIKGAGHMVPTDKPLAAFTMFSRFLNKQPY. The small molecule is COc1c(C)cccc1-c1cc(F)cc(C(CC(=O)O)c2ncco2)c1. (2) The compound is CCCC1=N[C@@H](CCCCN2C[C@H](Cc3ccccc3)N(CCC3CC4CCC3C4)C2=S)CN1. The target protein (P45446) has sequence MCENQLKTKADGTAQIEVIPCKICGDKSSGIHYGVITCEGCKGFFRRSQQNNASYSCPRQRNCLIDRTNRNRCQHCRLQKCLALGMSRDAVKFGRMSKKQRDSLYAEVQKHQQRLQEQRQQQSGEAEALARVYSSSISNGLSNLNTETGGTYANGHVIDLPKSEGYYNIDSGQPSPDQSGLDMTGIKQIKQEPIYDLTSVHNLFTYSSFNNGQLAPGITMSEIDRIAQNIIKSHLETCQYTMEELHQLAWQTHTYEEIKAYQSKSREALWQQCAIQITHAIQYVVEFAKRITGFMELCQNDQILLLKSGCLEVVLVRMCRAFNPLNNTVLFEGKYGGMQMFKALGSDDLVNEAFDFAKNLCSLQLTEEEIALFSSAVLISPDRAWLLEPRKVQKLQEKIYFALQHVIQKNHLDDETLAKLIAKIPTITAVCNLHGEKLQVFKQSHPDIVNTLFPPLYKELFNPDCAAVCK. The pIC50 is 4.8. (3) The compound is C[C@H](Nc1ncnc2[nH]cnc12)c1nc2ccc(F)cc2c(=O)n1-c1ccccc1. The target protein (Q8BTI9) has sequence MPPAMADNLDIWAVDSQIASDGAISVDFLLPTGIYIQLEVPREATISYIKQMLWKQVHNYPMFNLLMDIDSYMFACVNQTAVYEELEDETRRLCDVRPFLPVLKLVTRSCDPAEKLDSKIGVLIGKGLHEFDALKDPEVNEFRRKMRKFSEAKIQSLVGLSWIDWLKHTYPPEHEPSVLENLEDKLYGGKLVVAVHFENSQDVFSFQVSPNLNPIKINELAIQKRLTIRGKEDEASPCDYVLQVSGRVEYVFGDHPLIQFQYIRNCVMNRTLPHFILVECCKIKKMYEQEMIAIEAAINRNSSNLPLPLPPKKTRVISHIWDNNNPFQITLVKGNKLNTEETVKVHVRAGLFHGTELLCKTVVSSEISGKNDHIWNEQLEFDINICDLPRMARLCFAVYAVLDKVKTKKSTKTINPSKYQTIRKAGKVHYPVAWVNTMVFDFKGQLRSGDVILHSWSSFPDELEEMLNPMGTVQTNPYAENATALHITFPENKKQPCYYP.... The pIC50 is 5.5. (4) The drug is CC(C)c1ccc(C(=O)NC(CCC(=O)O)C(=O)NN2CCC3(CCCC3)CC2)cc1. The target protein (P30551) has sequence MSHSPARQHLVESSRMDVVDSLLMNGSNITPPCELGLENETLFCLDQPQPSKEWQSALQILLYSIIFLLSVLGNTLVITVLIRNKRMRTVTNIFLLSLAVSDLMLCLFCMPFNLIPNLLKDFIFGSAVCKTTTYFMGTSVSVSTFNLVAISLERYGAICRPLQSRVWQTKSHALKVIAATWCLSFTIMTPYPIYSNLVPFTKNNNQTANMCRFLLPSDAMQQSWQTFLLLILFLLPGIVMVVAYGLISLELYQGIKFDASQKKSAKEKKPSTGSSTRYEDSDGCYLQKSRPPRKLELQQLSSGSGGSRLNRIRSSSSAANLIAKKRVIRMLIVIVVLFFLCWMPIFSANAWRAYDTVSAEKHLSGTPISFILLLSYTSSCVNPIIYCFMNKRFRLGFMATFPCCPNPGPPGVRGEVGEEEDGRTIRALLSRYSYSHMSTSAPPP. The pIC50 is 4.6. (5) The compound is CCOC(=O)c1cc([C@@H]2NC[C@@H](O)[C@H]2O)oc1C. The target protein (P29853) has sequence MKLSSACAIALLAAQAAGASIKHRINGFTLTEHSDPAKRELLQKYVTWDDKSLFINGERIMIFSGEFHPFRLPVKELQLDIFQKVKALGFNCVSFYVDWALVEGKPGEYRADGIFDLEPFFDAASEAGIYLLARPGPYINAESSGGGFPGWLQRVNGTLRSSDKAYLDATDNYVSHVAATIAKYQITNGGPIILYQPENEYTSGCSGVEFPDPVYMQYVEDQARNAGVVIPLINNDASASGNNAPGTGKGAVDIYGHDSYPLGFDCANPTVWPSGDLPTNFRTLHLEQSPTTPYAIVEFQGGSYDPWGGPGFAACSELLNNEFERVFYKNDFSFQIAIMNLYMIFGGTNWGNLGYPNGYTSYDYGSAVTESRNITREKYSELKLLGNFAKVSPGYLTASPGNLTTSGYADTTDLTVTPLLGNSTGSFFVVRHSDYSSEESTSYKLRLPTSAGSVTIPQLGGTLTLNGRDSKIHVTDHNVSGTNIIYSTAEVFTWKKFADG.... The pIC50 is 3.4. (6) The pIC50 is 6.6. The drug is N[C@H]1Cc2ccccc2N(O)C1=O. The target protein (Q64602) has sequence MNYSRFLTATSLARKTSPIRATVEIMSRAPKDIISLAPGSPNPKVFPFKSAVFTVENGSTIRFEGEMFQRALQYSSSYGIPELLSWLKQLQIKLHNPPTVNYSPNEGQMDLCITSGCQDGLCKVFEMLINPGDTVLVNEPLYSGALFAMKPLGCNFISVPSDDCGIIPEGLKKVLSQWKPEDSKDPTKRTPKFLYTIPNGNNPTGNSLTGDRKKEIYELARKYDFLIIEDDPYYFLQFTKPWEPTFLSMDVDGRVIRADSLSKVISSGLRVGFITGPKSLIQRIVLHTQISSLHPCTLSQLMISELLYQWGEEGFLAHVDRAIDFYKNQRDFILAAADKWLRGLAEWHVPKAGMFLWIKVNGISDAKKLIEEKAIEREILLVPGNSFFVDNSAPSSFFRASFSQVTPAQMDLVFQRLAQLIKDVS.